Dataset: NCI-60 drug combinations with 297,098 pairs across 59 cell lines. Task: Regression. Given two drug SMILES strings and cell line genomic features, predict the synergy score measuring deviation from expected non-interaction effect. Drug 1: CN1C(=O)N2C=NC(=C2N=N1)C(=O)N. Drug 2: B(C(CC(C)C)NC(=O)C(CC1=CC=CC=C1)NC(=O)C2=NC=CN=C2)(O)O. Cell line: IGROV1. Synergy scores: CSS=33.7, Synergy_ZIP=-2.96, Synergy_Bliss=-4.85, Synergy_Loewe=-28.7, Synergy_HSA=-4.35.